Dataset: Full USPTO retrosynthesis dataset with 1.9M reactions from patents (1976-2016). Task: Predict the reactants needed to synthesize the given product. (1) Given the product [NH2:9][C:10]1[C:15]([O:16][CH2:17][CH:18]2[CH2:23][CH2:22][N:21]([C:24]3[N:29]=[C:28]([O:6][C@H:4]([CH3:5])[CH2:3][O:2][CH3:1])[N:27]=[C:26]([C:31]([NH:33][CH2:34][CH3:35])=[O:32])[CH:25]=3)[CH2:20][CH2:19]2)=[CH:14][C:13]([C:36]2[N:40]([CH3:41])[N:39]=[N:38][CH:37]=2)=[CH:12][N:11]=1, predict the reactants needed to synthesize it. The reactants are: [CH3:1][O:2][CH2:3][C@H:4]([OH:6])[CH3:5].[H-].[Na+].[NH2:9][C:10]1[C:15]([O:16][CH2:17][CH:18]2[CH2:23][CH2:22][N:21]([C:24]3[N:29]=[C:28](Cl)[N:27]=[C:26]([C:31]([NH:33][CH2:34][CH3:35])=[O:32])[CH:25]=3)[CH2:20][CH2:19]2)=[CH:14][C:13]([C:36]2[N:40]([CH3:41])[N:39]=[N:38][CH:37]=2)=[CH:12][N:11]=1.O. (2) Given the product [CH2:35]([N:32]1[C:27]2=[N:28][C:29]([CH2:30][CH3:31])=[C:24]([CH2:23][NH:11][C:12]([C:14]3[CH:19]=[CH:18][CH:17]=[C:16]([C:20]([NH:22][CH2:12][C:14]4[CH:15]=[C:16]([C:48]5[CH:49]=[CH:50][CH:51]=[C:46]([CH:44]=[O:45])[CH:47]=5)[C:17]([O:58][CH3:55])=[CH:18][CH:19]=4)=[O:21])[CH:15]=3)=[O:13])[C:25]([NH:37][CH:38]3[CH2:39][CH2:40][O:41][CH2:42][CH2:43]3)=[C:26]2[CH:34]=[N:33]1)[CH3:36], predict the reactants needed to synthesize it. The reactants are: BrC1C=C(C[N:11]([CH2:23][C:24]2[C:25]([NH:37][CH:38]3[CH2:43][CH2:42][O:41][CH2:40][CH2:39]3)=[C:26]3[CH:34]=[N:33][N:32]([CH2:35][CH3:36])[C:27]3=[N:28][C:29]=2[CH2:30][CH3:31])[C:12]([C:14]2[CH:19]=[CH:18][CH:17]=[C:16]([C:20]([NH2:22])=[O:21])[CH:15]=2)=[O:13])C=CC=1OC.[CH:44]([C:46]1[CH:47]=[C:48](B(O)O)[CH:49]=[CH:50][CH:51]=1)=[O:45].[C:55](=[O:58])([O-])[O-].[K+].[K+]. (3) Given the product [CH2:10]([C:4]1[C:3]([CH2:2][S:19][C:17]2[N:16]=[C:15]([OH:20])[CH:14]=[C:13]([CH3:12])[N:18]=2)=[C:7]([CH2:8][CH3:9])[O:6][N:5]=1)[CH3:11], predict the reactants needed to synthesize it. The reactants are: Br[CH2:2][C:3]1[C:4]([CH2:10][CH3:11])=[N:5][O:6][C:7]=1[CH2:8][CH3:9].[CH3:12][C:13]1[N:18]=[C:17]([SH:19])[N:16]=[C:15]([OH:20])[CH:14]=1.C(N(CC)CC)C. (4) Given the product [F:1][C:2]1[C:10]([I:20])=[C:6]([C:5]([CH3:11])=[CH:4][CH:3]=1)[C:7]([OH:9])=[O:8], predict the reactants needed to synthesize it. The reactants are: [F:1][C:2]1[CH:3]=[CH:4][C:5]([CH3:11])=[C:6]([CH:10]=1)[C:7]([OH:9])=[O:8].C(O)(=O)C.C(O)(=O)C.[I:20]C1C=CC=CC=1.II.